This data is from TCR-epitope binding with 47,182 pairs between 192 epitopes and 23,139 TCRs. The task is: Binary Classification. Given a T-cell receptor sequence (or CDR3 region) and an epitope sequence, predict whether binding occurs between them. The epitope is LLDFVRFMGV. The TCR CDR3 sequence is CSVEDLRNYGYTF. Result: 0 (the TCR does not bind to the epitope).